From a dataset of Reaction yield outcomes from USPTO patents with 853,638 reactions. Predict the reaction yield, written as a fraction of the theoretical maximum amount of product (1.0 means a 100% yield; for example, 0.34 means a 34% yield). (1) The reactants are [NH:1]1[CH2:11][CH2:10][CH2:9][CH:3](C(OCC)=O)[CH2:2]1.Br[CH2:13][CH2:14][Cl:15].[C:16]([O-:19])([O-])=[O:17].[K+].[K+].[CH3:22][C:23](C)=O. No catalyst specified. The product is [Cl:15][CH2:14][CH2:13][N:1]1[CH2:2][CH2:3][CH:9]([C:16]([O:19][CH2:22][CH3:23])=[O:17])[CH2:10][CH2:11]1. The yield is 0.386. (2) The reactants are [H-].[Na+].[C:3]([O:11][CH2:12][CH3:13])(=[O:10])[CH2:4][C:5]([O:7][CH2:8][CH3:9])=[O:6].F[C:15]1[CH:33]=[CH:32][C:31]([N+:34]([O-:36])=[O:35])=[CH:30][C:16]=1[CH2:17][N:18]([CH3:29])[C:19](=[O:28])[O:20][CH2:21][C:22]1[CH:27]=[CH:26][CH:25]=[CH:24][CH:23]=1. The catalyst is CS(C)=O. The product is [CH2:21]([O:20][C:19]([N:18]([CH2:17][C:16]1[CH:30]=[C:31]([N+:34]([O-:36])=[O:35])[CH:32]=[CH:33][C:15]=1[CH:4]([C:5]([O:7][CH2:8][CH3:9])=[O:6])[C:3]([O:11][CH2:12][CH3:13])=[O:10])[CH3:29])=[O:28])[C:22]1[CH:27]=[CH:26][CH:25]=[CH:24][CH:23]=1. The yield is 0.900. (3) The reactants are [C:1]([C:3]1[CH:4]=[C:5]([C@@H:18]2[NH:22][C@H:21]([C:23]([O:25]C)=O)[CH2:20][CH2:19]2)[CH:6]=[CH:7][C:8]=1[O:9][CH2:10][C:11]1[CH:16]=[CH:15][CH:14]=[CH:13][C:12]=1[F:17])#[N:2].[NH3:27].CO. No catalyst specified. The product is [C:1]([C:3]1[CH:4]=[C:5]([C@@H:18]2[NH:22][C@H:21]([C:23]([NH2:27])=[O:25])[CH2:20][CH2:19]2)[CH:6]=[CH:7][C:8]=1[O:9][CH2:10][C:11]1[CH:16]=[CH:15][CH:14]=[CH:13][C:12]=1[F:17])#[N:2]. The yield is 0.720. (4) The reactants are FC(F)(F)C(N[C@@H]1C2C(=CC=C(OC(C)C)C=2)[C@H](O)C1)=O.[CH2:22]([O:29][C:30]([NH:32]/[C:33](=[CH:38]\[C:39]1[CH:44]=[C:43]([Cl:45])[CH:42]=[C:41]([Cl:46])[CH:40]=1)/[C:34]([O:36][CH3:37])=[O:35])=[O:31])[C:23]1[CH:28]=[CH:27][CH:26]=[CH:25][CH:24]=1. The catalyst is C(Cl)Cl. The product is [CH2:22]([O:29][C:30]([NH:32][C@@H:33]([CH2:38][C:39]1[CH:40]=[C:41]([Cl:46])[CH:42]=[C:43]([Cl:45])[CH:44]=1)[C:34]([O:36][CH3:37])=[O:35])=[O:31])[C:23]1[CH:28]=[CH:27][CH:26]=[CH:25][CH:24]=1. The yield is 0.880. (5) The reactants are Br[C:2]1[CH:3]=[C:4]([CH2:8][CH2:9][OH:10])[CH:5]=[CH:6][CH:7]=1.[O:11]1[CH2:15][CH2:14][NH:13][C:12]1=[O:16]. No catalyst specified. The product is [OH:10][CH2:9][CH2:8][C:4]1[CH:3]=[C:2]([N:13]2[CH2:14][CH2:15][O:11][C:12]2=[O:16])[CH:7]=[CH:6][CH:5]=1. The yield is 0.480. (6) The reactants are [C:1](Cl)(=[O:3])[CH3:2].[CH:5]([O:8][C:9]([N:11]1[CH2:17][CH2:16][CH2:15][CH:14]([NH:18][CH2:19][C:20]2[CH:25]=[C:24]([C:26]([F:29])([F:28])[F:27])[CH:23]=[C:22]([C:30]([F:33])([F:32])[F:31])[CH:21]=2)[C:13]2[CH:34]=[CH:35][C:36]([Cl:39])=[C:37]([CH3:38])[C:12]1=2)=[O:10])([CH3:7])[CH3:6].N1C=CC=CC=1. The catalyst is ClCCl. The product is [CH:5]([O:8][C:9]([N:11]1[CH2:17][CH2:16][CH2:15][CH:14]([N:18]([C:1](=[O:3])[CH3:2])[CH2:19][C:20]2[CH:21]=[C:22]([C:30]([F:33])([F:31])[F:32])[CH:23]=[C:24]([C:26]([F:28])([F:29])[F:27])[CH:25]=2)[C:13]2[CH:34]=[CH:35][C:36]([Cl:39])=[C:37]([CH3:38])[C:12]1=2)=[O:10])([CH3:7])[CH3:6]. The yield is 0.420. (7) The yield is 0.310. The catalyst is CCO. The product is [Br:1][C:2]1[CH:11]=[CH:10][C:5]2[N:6]=[C:7]([N:25]3[CH2:26][CH2:27][N:22]([CH:19]4[CH2:21][CH2:20]4)[CH2:23][CH2:24]3)[S:8][C:4]=2[CH:3]=1. The reactants are [Br:1][C:2]1[CH:11]=[CH:10][C:5]2[N:6]=[C:7](Cl)[S:8][C:4]=2[CH:3]=1.CCN(CC)CC.[CH:19]1([N:22]2[CH2:27][CH2:26][NH:25][CH2:24][CH2:23]2)[CH2:21][CH2:20]1. (8) The reactants are [Cl:1][C:2]1[N:3]([CH2:10][C@:11]([OH:15])([CH3:14])[CH2:12][OH:13])[CH:4]=[C:5]([N+:7]([O-:9])=[O:8])[N:6]=1.C(N(CC)C(C)C)(C)C.[Cl:25][C:26]1[CH:41]=[CH:40][C:29]([CH2:30][N:31]2[CH2:36][CH2:35][N:34]([C:37](Cl)=[O:38])[CH2:33][CH2:32]2)=[CH:28][CH:27]=1. The catalyst is CN(C)C1C=CN=CC=1.C1(C)C=CC=CC=1.C(OCC)(=O)C. The product is [Cl:25][C:26]1[CH:41]=[CH:40][C:29]([CH2:30][N:31]2[CH2:32][CH2:33][N:34]([C:37]([O:13][CH2:12][C@@:11]([OH:15])([CH3:14])[CH2:10][N:3]3[CH:4]=[C:5]([N+:7]([O-:9])=[O:8])[N:6]=[C:2]3[Cl:1])=[O:38])[CH2:35][CH2:36]2)=[CH:28][CH:27]=1. The yield is 0.480. (9) The reactants are [F:1][C:2]([F:17])([F:16])[C:3]1[CH:8]=[CH:7][C:6]([C:9]2[CH:14]=[N:13][NH:12][C:11](=[O:15])[CH:10]=2)=[CH:5][CH:4]=1.Br[C:19]1[CH:20]=[CH:21][C:22]2[C:23]3[CH2:32][N:31]([C:33]([O:35][C:36]([CH3:39])([CH3:38])[CH3:37])=[O:34])[CH2:30][CH2:29][C:24]=3[N:25]([CH3:28])[C:26]=2[CH:27]=1. No catalyst specified. The product is [CH3:28][N:25]1[C:26]2[CH:27]=[C:19]([N:12]3[C:11](=[O:15])[CH:10]=[C:9]([C:6]4[CH:7]=[CH:8][C:3]([C:2]([F:1])([F:16])[F:17])=[CH:4][CH:5]=4)[CH:14]=[N:13]3)[CH:20]=[CH:21][C:22]=2[C:23]2[CH2:32][N:31]([C:33]([O:35][C:36]([CH3:39])([CH3:38])[CH3:37])=[O:34])[CH2:30][CH2:29][C:24]1=2. The yield is 0.300.